The task is: Predict which catalyst facilitates the given reaction.. This data is from Catalyst prediction with 721,799 reactions and 888 catalyst types from USPTO. (1) Reactant: [I:1][C:2]1[C:7]([CH:8]=[O:9])=[C:6]([O:10]C)[N:5]=[CH:4][CH:3]=1.[I-].[Na+].Cl[Si](C)(C)C.O. Product: [I:1][C:2]1[CH:3]=[CH:4][NH:5][C:6](=[O:10])[C:7]=1[CH:8]=[O:9]. The catalyst class is: 210. (2) Product: [CH3:14][O:15][CH2:16][O:1][C:2]1[C:9]([CH3:10])=[CH:8][CH:7]=[CH:6][C:3]=1[CH:4]=[O:5]. Reactant: [OH:1][C:2]1[C:9]([CH3:10])=[CH:8][CH:7]=[CH:6][C:3]=1[CH:4]=[O:5].[H-].[Na+].Cl[CH2:14][O:15][CH3:16].[Cl-].[NH4+]. The catalyst class is: 9. (3) Reactant: Br[C:2]1[C:3]([Cl:14])=[N:4][C:5]([NH:8][C@@H:9]([CH3:13])[CH2:10][O:11][CH3:12])=[CH:6][N:7]=1.[CH3:15][O:16][C:17]1[C:22](B(O)O)=[CH:21][CH:20]=[C:19]([CH:26]([CH3:28])[CH3:27])[N:18]=1. Product: [Cl:14][C:3]1[C:2]([C:22]2[C:17]([O:16][CH3:15])=[N:18][C:19]([CH:26]([CH3:28])[CH3:27])=[CH:20][CH:21]=2)=[N:7][CH:6]=[C:5]([NH:8][C@@H:9]([CH3:13])[CH2:10][O:11][CH3:12])[N:4]=1. The catalyst class is: 57. (4) Reactant: C([S:4][CH2:5][CH2:6][C:7]1[C:15]2[C:10](=[CH:11][CH:12]=[CH:13][CH:14]=2)[N:9]([C:16]2[CH:21]=[CH:20][CH:19]=[CH:18][CH:17]=2)[C:8]=1[C:22]([O:24]C)=[O:23])(=O)C.[OH-].[K+]. Product: [SH:4][CH2:5][CH2:6][C:7]1[C:15]2[C:10](=[CH:11][CH:12]=[CH:13][CH:14]=2)[N:9]([C:16]2[CH:21]=[CH:20][CH:19]=[CH:18][CH:17]=2)[C:8]=1[C:22]([OH:24])=[O:23]. The catalyst class is: 38. (5) Reactant: [Cl:1][C:2]1[CH:7]=[CH:6][C:5]([C:8](=[O:10])[CH3:9])=[CH:4][CH:3]=1.[C:11](=O)([O:14]C)[O:12][CH3:13].[H-].[Na+]. Product: [Cl:1][C:2]1[CH:7]=[CH:6][C:5]([C:8](=[O:10])[CH2:9][C:11]([O:12][CH3:13])=[O:14])=[CH:4][CH:3]=1. The catalyst class is: 1. (6) Reactant: [Br:1][C:2]1[CH:3]=[CH:4][C:5](F)=[C:6]([CH:9]=1)[C:7]#[N:8].O.[NH2:12][NH2:13]. Product: [NH2:8][C:7]1[C:6]2[C:5](=[CH:4][CH:3]=[C:2]([Br:1])[CH:9]=2)[NH:13][N:12]=1. The catalyst class is: 6. (7) Reactant: [C:1]([O:5][C:6]([N:8]1[CH2:13][C@H:12]([CH2:14][N:15]2[CH2:20][CH2:19][O:18][CH2:17][C@H:16]2[CH3:21])[N:11]([CH2:22][C:23]([OH:25])=O)[CH2:10][C@H:9]1[CH3:26])=[O:7])([CH3:4])([CH3:3])[CH3:2].[F:27][C:28]1[CH:45]=[CH:44][CH:43]=[CH:42][C:29]=1[CH2:30][C:31]1[CH:32]=[C:33]2[NH:39][CH2:38][C:37]([CH3:41])([CH3:40])[C:34]2=[N:35][CH:36]=1.CN(C(ON1N=NC2C=CC=NC1=2)=[N+](C)C)C.F[P-](F)(F)(F)(F)F.C(N(CC)C(C)C)(C)C.C(=O)([O-])O.[Na+]. Product: [C:1]([O:5][C:6]([N:8]1[CH2:13][C@H:12]([CH2:14][N:15]2[CH2:20][CH2:19][O:18][CH2:17][C@H:16]2[CH3:21])[N:11]([CH2:22][C:23]([N:39]2[C:33]3[C:34](=[N:35][CH:36]=[C:31]([CH2:30][C:29]4[CH:42]=[CH:43][CH:44]=[CH:45][C:28]=4[F:27])[CH:32]=3)[C:37]([CH3:41])([CH3:40])[CH2:38]2)=[O:25])[CH2:10][C@H:9]1[CH3:26])=[O:7])([CH3:3])([CH3:4])[CH3:2]. The catalyst class is: 3. (8) Reactant: [F:1][C:2]([F:23])([F:22])[C:3]1[CH:4]=[C:5]([CH2:20]O)[C:6]2[N:10]=[N:9][N:8]([CH2:11][O:12][CH2:13][CH2:14][Si:15]([CH3:18])([CH3:17])[CH3:16])[C:7]=2[CH:19]=1.C(Br)(Br)(Br)[Br:25].C1(P(C2C=CC=CC=2)C2C=CC=CC=2)C=CC=CC=1. Product: [Br:25][CH2:20][C:5]1[C:6]2[N:10]=[N:9][N:8]([CH2:11][O:12][CH2:13][CH2:14][Si:15]([CH3:18])([CH3:17])[CH3:16])[C:7]=2[CH:19]=[C:3]([C:2]([F:23])([F:22])[F:1])[CH:4]=1. The catalyst class is: 7.